Dataset: PAMPA (Parallel Artificial Membrane Permeability Assay) permeability data from NCATS. Task: Regression/Classification. Given a drug SMILES string, predict its absorption, distribution, metabolism, or excretion properties. Task type varies by dataset: regression for continuous measurements (e.g., permeability, clearance, half-life) or binary classification for categorical outcomes (e.g., BBB penetration, CYP inhibition). Dataset: pampa_ncats. (1) The molecule is C1COC2=C(O1)C=CC(=C2)N3C(=O)NN=C3SC4=NC=C(S4)[N+](=O)[O-]. The result is 1 (high permeability). (2) The compound is CCCN1C=NC2=C1C=CC(=C2)NCC3=C(C=C(C=C3)OC)OC. The result is 1 (high permeability).